From a dataset of NCI-60 drug combinations with 297,098 pairs across 59 cell lines. Regression. Given two drug SMILES strings and cell line genomic features, predict the synergy score measuring deviation from expected non-interaction effect. (1) Drug 1: C1=CC(=CC=C1CC(C(=O)O)N)N(CCCl)CCCl.Cl. Drug 2: C1C(C(OC1N2C=C(C(=O)NC2=O)F)CO)O. Cell line: SN12C. Synergy scores: CSS=27.4, Synergy_ZIP=-6.97, Synergy_Bliss=-6.48, Synergy_Loewe=-18.5, Synergy_HSA=-3.38. (2) Drug 1: CN(CCCl)CCCl.Cl. Drug 2: CCC1(C2=C(COC1=O)C(=O)N3CC4=CC5=C(C=CC(=C5CN(C)C)O)N=C4C3=C2)O.Cl. Cell line: IGROV1. Synergy scores: CSS=16.8, Synergy_ZIP=-4.73, Synergy_Bliss=-5.79, Synergy_Loewe=-4.77, Synergy_HSA=-2.05.